Task: Predict the reaction yield, written as a fraction of the theoretical maximum amount of product (1.0 means a 100% yield; for example, 0.34 means a 34% yield).. Dataset: Reaction yield outcomes from USPTO patents with 853,638 reactions (1) The reactants are [C:1]([O:9][CH2:10][C@@H:11]1[C:15]([O:17][C:18](=[O:20])[CH3:19])([CH3:16])[C@:14]([F:22])([CH3:21])[CH:13]([N:23]2[CH:31]=[N:30][C:29]3[C:24]2=[N:25][CH:26]=[N:27][C:28]=3Cl)[O:12]1)(=[O:8])[C:2]1[CH:7]=[CH:6][CH:5]=[CH:4][CH:3]=1.[CH3:33][O:34][C:35]1[CH:42]=[CH:41][CH:40]=[CH:39][C:36]=1[CH2:37][NH2:38].O. The catalyst is C(O)C. The product is [C:1]([O:9][CH2:10][C@@H:11]1[C:15]([O:17][C:18](=[O:20])[CH3:19])([CH3:16])[C@:14]([F:22])([CH3:21])[CH:13]([N:23]2[CH:31]=[N:30][C:29]3[C:24]2=[N:25][CH:26]=[N:27][C:28]=3[NH:38][CH2:37][C:36]2[CH:39]=[CH:40][CH:41]=[CH:42][C:35]=2[O:34][CH3:33])[O:12]1)(=[O:8])[C:2]1[CH:7]=[CH:6][CH:5]=[CH:4][CH:3]=1. The yield is 0.350. (2) The reactants are [F:1][C:2]1[CH:7]=[CH:6][C:5]([N:8]2[C:13](=[O:14])[C:12]([CH2:15]Br)=[C:11]([C:17]3[CH:22]=[CH:21][C:20]([S:23]([CH3:26])(=[O:25])=[O:24])=[CH:19][CH:18]=3)[CH:10]=[N:9]2)=[CH:4][CH:3]=1.[Na+].[I-].[CH3:29][C:30]([SH:33])([CH3:32])[CH3:31]. The catalyst is CC(C)=O. The product is [F:1][C:2]1[CH:7]=[CH:6][C:5]([N:8]2[C:13](=[O:14])[C:12]([CH2:15][S:33][C:30]([CH3:32])([CH3:31])[CH3:29])=[C:11]([C:17]3[CH:22]=[CH:21][C:20]([S:23]([CH3:26])(=[O:25])=[O:24])=[CH:19][CH:18]=3)[CH:10]=[N:9]2)=[CH:4][CH:3]=1. The yield is 0.600. (3) The product is [CH3:1][N:2]1[CH:6]=[C:5]([C:7]2[CH:12]=[CH:11][C:10]([C:13]3[C:22]4[C:17](=[CH:18][CH:19]=[C:20]([C:23]([N:25]5[CH2:30][CH2:29][NH:28][CH2:27][CH2:26]5)=[O:24])[CH:21]=4)[CH:16]=[N:15][CH:14]=3)=[CH:9][CH:8]=2)[CH:4]=[N:3]1. The yield is 0.440. The catalyst is ClCCl. The reactants are [CH3:1][N:2]1[CH:6]=[C:5]([C:7]2[CH:12]=[CH:11][C:10]([C:13]3[C:22]4[C:17](=[CH:18][CH:19]=[C:20]([C:23]([N:25]5[CH2:30][CH2:29][N:28](C(OC(C)(C)C)=O)[CH2:27][CH2:26]5)=[O:24])[CH:21]=4)[CH:16]=[N:15][CH:14]=3)=[CH:9][CH:8]=2)[CH:4]=[N:3]1.FC(F)(F)C(O)=O.